Predict which catalyst facilitates the given reaction. From a dataset of Catalyst prediction with 721,799 reactions and 888 catalyst types from USPTO. (1) Reactant: [NH2:1][C:2]1[C:7]([C:8]([O:10][CH2:11][CH3:12])=[O:9])=[C:6]([CH3:13])[N:5]=[C:4]2[S:14][CH:15]=[C:16]([C:17]3[CH:22]=[CH:21][CH:20]=[C:19]([Br:23])[CH:18]=3)[C:3]=12.[Br:24]N1C(=O)CCC1=O. Product: [NH2:1][C:2]1[C:7]([C:8]([O:10][CH2:11][CH3:12])=[O:9])=[C:6]([CH3:13])[N:5]=[C:4]2[S:14][C:15]([Br:24])=[C:16]([C:17]3[CH:22]=[CH:21][CH:20]=[C:19]([Br:23])[CH:18]=3)[C:3]=12. The catalyst class is: 2. (2) Reactant: Br[C:2]1[C:3]2[N:4]([N:17]=[CH:18][N:19]=2)[CH:5]=[C:6]([C:8]2[CH:9]=[C:10]([CH:14]=[CH:15][CH:16]=2)[C:11]([NH2:13])=[O:12])[CH:7]=1.[N:20]1([C:28]2[N:33]=[C:32]([NH2:34])[CH:31]=[CH:30][CH:29]=2)[CH2:24][CH2:23][C@@H:22]2[CH2:25][CH2:26][CH2:27][C@H:21]12.C1C=CC(P(C2C(C3C(P(C4C=CC=CC=4)C4C=CC=CC=4)=CC=C4C=3C=CC=C4)=C3C(C=CC=C3)=CC=2)C2C=CC=CC=2)=CC=1.C([O-])([O-])=O.[Cs+].[Cs+]. Product: [N:20]1([C:28]2[N:33]=[C:32]([NH:34][C:2]3[C:3]4[N:4]([N:17]=[CH:18][N:19]=4)[CH:5]=[C:6]([C:8]4[CH:9]=[C:10]([CH:14]=[CH:15][CH:16]=4)[C:11]([NH2:13])=[O:12])[CH:7]=3)[CH:31]=[CH:30][CH:29]=2)[CH2:24][CH2:23][C@@H:22]2[CH2:25][CH2:26][CH2:27][C@H:21]12. The catalyst class is: 62. (3) Reactant: C(O)(C(F)(F)F)=O.C([NH:27][C@H:28]1[CH2:33][N:32]2[CH:34]=[CH:35][N:36]=[C:31]2[NH:30][C:29]1=[O:37])(C1C=CC=CC=1)(C1C=CC=CC=1)C1C=CC=CC=1. Product: [NH2:27][C@H:28]1[CH2:33][N:32]2[CH:34]=[CH:35][N:36]=[C:31]2[NH:30][C:29]1=[O:37]. The catalyst class is: 2. (4) Reactant: C([O:3][C:4](=[O:24])[CH:5]([C:17]1[CH:22]=[CH:21][C:20]([Br:23])=[CH:19][CH:18]=1)[CH2:6][N:7]1[CH2:11][CH2:10][CH:9]([N:12]([CH2:15][CH3:16])[CH2:13][CH3:14])[CH2:8]1)C.[OH-].[Na+]. Product: [Br:23][C:20]1[CH:21]=[CH:22][C:17]([CH:5]([CH2:6][N:7]2[CH2:11][CH2:10][CH:9]([N:12]([CH2:13][CH3:14])[CH2:15][CH3:16])[CH2:8]2)[C:4]([OH:24])=[O:3])=[CH:18][CH:19]=1. The catalyst class is: 5. (5) The catalyst class is: 31. Reactant: [O:1]1[C:5]2([CH2:10][CH2:9][CH:8]([OH:11])[CH2:7][CH2:6]2)[O:4][CH2:3][CH2:2]1.[H-].[Na+].Cl[C:15]1[N:20]=[CH:19][CH:18]=[CH:17][N:16]=1. Product: [O:1]1[C:5]2([CH2:10][CH2:9][CH:8]([O:11][C:15]3[N:20]=[CH:19][CH:18]=[CH:17][N:16]=3)[CH2:7][CH2:6]2)[O:4][CH2:3][CH2:2]1. (6) Reactant: [N:1]1([CH:7]2[CH2:12][CH2:11][CH:10]([NH:13][C:14](=[O:28])[C:15]3[CH:20]=[CH:19][C:18]([N+:21]([O-])=O)=[C:17]([O:24][CH2:25][C:26]#[CH:27])[CH:16]=3)[CH2:9][CH2:8]2)[CH2:6][CH2:5][O:4][CH2:3][CH2:2]1.N. Product: [NH2:21][C:18]1[CH:19]=[CH:20][C:15]([C:14]([NH:13][CH:10]2[CH2:11][CH2:12][CH:7]([N:1]3[CH2:2][CH2:3][O:4][CH2:5][CH2:6]3)[CH2:8][CH2:9]2)=[O:28])=[CH:16][C:17]=1[O:24][CH2:25][C:26]#[CH:27]. The catalyst class is: 370. (7) Reactant: [CH3:1][O:2][C:3]1[CH:4]=[C:5]([C:11]2[CH:16]=[C:15]([N:17]3[CH2:21][CH2:20][CH2:19][CH2:18]3)[N:14]=[C:13](/[CH:22]=[CH:23]/[C:24]3[N:33]=[C:32]([N:34]4[CH2:39][CH2:38][N:37]([CH3:40])[CH2:36][CH2:35]4)[C:31]4[C:26](=[CH:27][CH:28]=[CH:29][CH:30]=4)[N:25]=3)[N:12]=2)[CH:6]=[CH:7][C:8]=1[O:9][CH3:10].O1CCCC1. Product: [CH3:1][O:2][C:3]1[CH:4]=[C:5]([C:11]2[CH:16]=[C:15]([N:17]3[CH2:18][CH2:19][CH2:20][CH2:21]3)[N:14]=[C:13]([CH2:22][CH2:23][C:24]3[N:33]=[C:32]([N:34]4[CH2:39][CH2:38][N:37]([CH3:40])[CH2:36][CH2:35]4)[C:31]4[C:26](=[CH:27][CH:28]=[CH:29][CH:30]=4)[N:25]=3)[N:12]=2)[CH:6]=[CH:7][C:8]=1[O:9][CH3:10]. The catalyst class is: 663.